Dataset: Full USPTO retrosynthesis dataset with 1.9M reactions from patents (1976-2016). Task: Predict the reactants needed to synthesize the given product. The reactants are: [F:1][C:2]([F:20])([F:19])[C:3](=O)[CH2:4][C:5]([C:7]1[CH:17]=[CH:16][C:10]2[O:11][CH2:12][C:13](=[O:15])[NH:14][C:9]=2[CH:8]=1)=O.[CH3:21][C:22]1[CH:31]=[CH:30][C:25]([CH2:26][CH2:27][NH:28][NH2:29])=[CH:24][CH:23]=1. Given the product [CH3:21][C:22]1[CH:31]=[CH:30][C:25]([CH2:26][CH2:27][N:28]2[C:5]([C:7]3[CH:17]=[CH:16][C:10]4[O:11][CH2:12][C:13](=[O:15])[NH:14][C:9]=4[CH:8]=3)=[CH:4][C:3]([C:2]([F:20])([F:19])[F:1])=[N:29]2)=[CH:24][CH:23]=1, predict the reactants needed to synthesize it.